From a dataset of NCI-60 drug combinations with 297,098 pairs across 59 cell lines. Regression. Given two drug SMILES strings and cell line genomic features, predict the synergy score measuring deviation from expected non-interaction effect. (1) Drug 1: CN1CCC(CC1)COC2=C(C=C3C(=C2)N=CN=C3NC4=C(C=C(C=C4)Br)F)OC. Drug 2: C1CCC(C(C1)N)N.C(=O)(C(=O)[O-])[O-].[Pt+4]. Cell line: NCI-H322M. Synergy scores: CSS=38.2, Synergy_ZIP=-1.63, Synergy_Bliss=-2.09, Synergy_Loewe=-5.51, Synergy_HSA=0.131. (2) Drug 1: CS(=O)(=O)OCCCCOS(=O)(=O)C. Drug 2: C1CC(=O)NC(=O)C1N2C(=O)C3=CC=CC=C3C2=O. Cell line: M14. Synergy scores: CSS=-8.16, Synergy_ZIP=6.45, Synergy_Bliss=5.98, Synergy_Loewe=-4.86, Synergy_HSA=-4.29. (3) Drug 1: CN1CCC(CC1)COC2=C(C=C3C(=C2)N=CN=C3NC4=C(C=C(C=C4)Br)F)OC. Drug 2: CCCCCOC(=O)NC1=NC(=O)N(C=C1F)C2C(C(C(O2)C)O)O. Cell line: OVCAR-4. Synergy scores: CSS=8.78, Synergy_ZIP=-2.21, Synergy_Bliss=-2.64, Synergy_Loewe=-4.93, Synergy_HSA=-2.41. (4) Drug 1: CN1CCC(CC1)COC2=C(C=C3C(=C2)N=CN=C3NC4=C(C=C(C=C4)Br)F)OC. Drug 2: CCC1(CC2CC(C3=C(CCN(C2)C1)C4=CC=CC=C4N3)(C5=C(C=C6C(=C5)C78CCN9C7C(C=CC9)(C(C(C8N6C=O)(C(=O)OC)O)OC(=O)C)CC)OC)C(=O)OC)O.OS(=O)(=O)O. Cell line: HCT116. Synergy scores: CSS=38.1, Synergy_ZIP=9.21, Synergy_Bliss=10.8, Synergy_Loewe=-13.7, Synergy_HSA=8.89. (5) Drug 1: C1=NC2=C(N=C(N=C2N1C3C(C(C(O3)CO)O)O)F)N. Drug 2: C1CC(C1)(C(=O)O)C(=O)O.[NH2-].[NH2-].[Pt+2]. Cell line: NCI/ADR-RES. Synergy scores: CSS=13.2, Synergy_ZIP=-1.23, Synergy_Bliss=-0.988, Synergy_Loewe=-5.18, Synergy_HSA=-2.91. (6) Drug 1: C1CN1C2=NC(=NC(=N2)N3CC3)N4CC4. Drug 2: CC1=C(C(=O)C2=C(C1=O)N3CC4C(C3(C2COC(=O)N)OC)N4)N. Cell line: HCT116. Synergy scores: CSS=61.4, Synergy_ZIP=4.06, Synergy_Bliss=4.39, Synergy_Loewe=4.62, Synergy_HSA=10.2. (7) Drug 1: C1=NC2=C(N=C(N=C2N1C3C(C(C(O3)CO)O)F)Cl)N. Drug 2: C1=CC=C(C=C1)NC(=O)CCCCCCC(=O)NO. Cell line: ACHN. Synergy scores: CSS=14.5, Synergy_ZIP=-8.76, Synergy_Bliss=-8.04, Synergy_Loewe=-7.95, Synergy_HSA=-5.38. (8) Cell line: SK-MEL-28. Synergy scores: CSS=16.5, Synergy_ZIP=-5.50, Synergy_Bliss=-0.703, Synergy_Loewe=-8.11, Synergy_HSA=1.28. Drug 2: C1=CN(C(=O)N=C1N)C2C(C(C(O2)CO)O)O.Cl. Drug 1: CC(CN1CC(=O)NC(=O)C1)N2CC(=O)NC(=O)C2. (9) Drug 1: C1=CC(=CC=C1CCC2=CNC3=C2C(=O)NC(=N3)N)C(=O)NC(CCC(=O)O)C(=O)O. Drug 2: CC1=CC2C(CCC3(C2CCC3(C(=O)C)OC(=O)C)C)C4(C1=CC(=O)CC4)C. Cell line: PC-3. Synergy scores: CSS=32.2, Synergy_ZIP=1.03, Synergy_Bliss=-2.29, Synergy_Loewe=-23.6, Synergy_HSA=-3.94.